This data is from Caco-2 cell permeability data measuring drug intestinal absorption for ~900 compounds. The task is: Regression/Classification. Given a drug SMILES string, predict its absorption, distribution, metabolism, or excretion properties. Task type varies by dataset: regression for continuous measurements (e.g., permeability, clearance, half-life) or binary classification for categorical outcomes (e.g., BBB penetration, CYP inhibition). For this dataset (caco2_wang), we predict Y. (1) The compound is Cc1ccnc2nc(Cc3nc4cc(C(=N)N)ccc4[nH]3)[nH]c12. The Y is -7.05 log Papp (cm/s). (2) The molecule is Fc1cccc2c1O[C@H]1CNC[C@@H]1O2. The Y is -4.10 log Papp (cm/s). (3) The compound is O=C(O)c1cc(/N=N/c2ccc(S(=O)(=O)Nc3ccccn3)cc2)ccc1O. The Y is -5.38 log Papp (cm/s). (4) The compound is C=CCNC(=O)C(=O)C(CCC)NC(=O)C1C2C(CN1C(=O)C(NC(=O)NC(C(=O)C(C)C)C(C)C)C(C)(C)C)C2(C)C. The Y is -5.29 log Papp (cm/s). (5) The drug is CNC(=N)c1cccc(CC(CC(=O)N2CCC(C)CC2)NS(=O)(=O)c2ccc3ccccc3c2)c1. The Y is -6.85 log Papp (cm/s). (6) The molecule is CO[C@H](CCC(C)C)[C@](C)(O)[C@H]1CC[C@@]2(O)C3=CC(=O)[C@@H]4C[C@@H](O)[C@@H](O)C[C@@]4(C)C3CC[C@]12C. The Y is -4.58 log Papp (cm/s). (7) The molecule is CCCCCCCCCC(=O)NN. The Y is -4.12 log Papp (cm/s).